Dataset: Peptide-MHC class II binding affinity with 134,281 pairs from IEDB. Task: Regression. Given a peptide amino acid sequence and an MHC pseudo amino acid sequence, predict their binding affinity value. This is MHC class II binding data. (1) The peptide sequence is EGHHLASAAILGHDG. The MHC is DRB1_0101 with pseudo-sequence DRB1_0101. The binding affinity (normalized) is 0.583. (2) The peptide sequence is AFILDGDNQFPKV. The MHC is DRB1_0401 with pseudo-sequence DRB1_0401. The binding affinity (normalized) is 0.720. (3) The peptide sequence is LLVSGWNSITV. The MHC is DRB1_1301 with pseudo-sequence DRB1_1301. The binding affinity (normalized) is 0.492. (4) The peptide sequence is GEPQIVDKIDAAFKI. The MHC is DRB1_0401 with pseudo-sequence DRB1_0401. The binding affinity (normalized) is 0.259. (5) The peptide sequence is FNFRFMSKGGMRNVF. The MHC is DRB1_1101 with pseudo-sequence DRB1_1101. The binding affinity (normalized) is 0.688. (6) The peptide sequence is DVKFPGGGQIVGGVY. The MHC is DRB1_1602 with pseudo-sequence DRB1_1602. The binding affinity (normalized) is 0.153.